Dataset: Reaction yield outcomes from USPTO patents with 853,638 reactions. Task: Predict the reaction yield, written as a fraction of the theoretical maximum amount of product (1.0 means a 100% yield; for example, 0.34 means a 34% yield). (1) The yield is 0.862. The reactants are O=S(Cl)[Cl:3].[C:5]([O:8][C:9]1[C:10]([CH3:19])=[C:11]([CH:15]=[C:16]([CH3:18])[CH:17]=1)[C:12](O)=[O:13])(=[O:7])[CH3:6].CN(C=O)C.C([O-])(O)=O.[Na+]. The catalyst is CCCCCCC.C(Cl)Cl. The product is [Cl:3][C:12]([C:11]1[C:10]([CH3:19])=[C:9]([O:8][C:5](=[O:7])[CH3:6])[CH:17]=[C:16]([CH3:18])[CH:15]=1)=[O:13]. (2) The reactants are [F:1][CH:2]([F:19])[C:3]1([C:11]2[CH:16]=[CH:15][CH:14]=[C:13]([F:17])[C:12]=2[CH3:18])[CH:9]2[CH:7]([CH2:8]2)[O:6][C:5]([NH2:10])=[N:4]1.[N+:20]([O-])([O-:22])=[O:21].[Na+].[O-]P([O-])([O-])=O.[K+].[K+].[K+].C(=O)(O)[O-].[Na+]. The catalyst is S(=O)(=O)(O)O.O.ClCCl. The product is [F:19][CH:2]([F:1])[C:3]1([C:11]2[CH:16]=[C:15]([N+:20]([O-:22])=[O:21])[CH:14]=[C:13]([F:17])[C:12]=2[CH3:18])[CH:9]2[CH:7]([CH2:8]2)[O:6][C:5]([NH2:10])=[N:4]1. The yield is 0.401. (3) The reactants are C[O:2][C:3]1[CH:4]=[C:5]2[C:10](=[CH:11][CH:12]=1)[N:9]=[C:8]([C:13]1[CH:21]=[CH:20][C:16]([C:17]([OH:19])=[O:18])=[CH:15][CH:14]=1)[N:7]=[CH:6]2.[Al+3].[Cl-].[Cl-].[Cl-]. The catalyst is C(Cl)Cl. The product is [OH:2][C:3]1[CH:4]=[C:5]2[C:10](=[CH:11][CH:12]=1)[N:9]=[C:8]([C:13]1[CH:14]=[CH:15][C:16]([C:17]([OH:19])=[O:18])=[CH:20][CH:21]=1)[N:7]=[CH:6]2. The yield is 0.130. (4) The reactants are C([O:8][C:9]1[CH:18]=[C:17]2[C:12]([C:13](=[O:19])[NH:14][CH:15]=[N:16]2)=[CH:11][C:10]=1[O:20][CH3:21])C1C=CC=CC=1.C([O-])=O.[NH4+]. The catalyst is [Pd].CN(C)C=O. The product is [OH:8][C:9]1[CH:18]=[C:17]2[C:12]([C:13](=[O:19])[NH:14][CH:15]=[N:16]2)=[CH:11][C:10]=1[O:20][CH3:21]. The yield is 0.600. (5) The reactants are [CH:1]1([N:7]2[C:12](=[O:13])[CH2:11][C:10](=[O:14])[N:9]([CH2:15][CH2:16][CH2:17][CH2:18][CH2:19][C:20]([O:22]CC)=[O:21])[C:8]2=[O:25])[CH2:6][CH2:5][CH2:4][CH2:3][CH2:2]1.[N:26]([CH:29](CCCC)[C:30]([O:32]CC)=[O:31])=[C:27]=[O:28].C1(N)CCCCC1.C(Cl)(=O)CC(Cl)=O. The catalyst is ClCCl. The product is [C:30]([CH2:29][NH:26][C:27]([C:11]1[C:12](=[O:13])[N:7]([CH:1]2[CH2:2][CH2:3][CH2:4][CH2:5][CH2:6]2)[C:8](=[O:25])[N:9]([CH2:15][CH2:16][CH2:17][CH2:18][CH2:19][C:20]([OH:22])=[O:21])[C:10]=1[OH:14])=[O:28])([OH:32])=[O:31]. The yield is 0.710. (6) The catalyst is C(Cl)Cl. The product is [CH3:6][O:7][C:8]([C:10]1[S:11][C:12]([N:1]2[CH:5]=[CH:4][N:3]=[CH:2]2)=[CH:13][C:14]=1[OH:15])=[O:9]. The yield is 0.590. The reactants are [NH:1]1[CH:5]=[CH:4][N:3]=[CH:2]1.[CH3:6][O:7][C:8]([C:10]1(Cl)[C:14](=[O:15])[CH:13]=[CH:12][S:11]1)=[O:9]. (7) The catalyst is ClCCCl.C1(C)C=CC=CC=1.[Cl-].C[N+](CCCCCCCC)(CCCCCCCC)CCCCCCCC. The yield is 0.780. The reactants are O=[C:2]1[CH2:9][N:8]([C:10]([O:12][C:13]([CH3:16])([CH3:15])[CH3:14])=[O:11])[CH2:7][CH2:6][C:3]21[CH2:5][CH2:4]2.COCCN(S(F)(F)[F:27])CCOC.C(=O)(O)[O-].[Na+].[F-:35].[K+]. The product is [F:35][C:2]1([F:27])[CH2:9][N:8]([C:10]([O:12][C:13]([CH3:16])([CH3:15])[CH3:14])=[O:11])[CH2:7][CH2:6][C:3]21[CH2:5][CH2:4]2.